From a dataset of Reaction yield outcomes from USPTO patents with 853,638 reactions. Predict the reaction yield, written as a fraction of the theoretical maximum amount of product (1.0 means a 100% yield; for example, 0.34 means a 34% yield). (1) The reactants are Cl[C:2]1[C:3]([NH:9][C:10]([NH:12][C:13](=[O:20])[C:14]2[CH:19]=[CH:18][CH:17]=[CH:16][CH:15]=2)=[S:11])=[N:4][CH:5]=[C:6]([Cl:8])[CH:7]=1.C[O-].[Na+].O. The catalyst is CN1C(=O)CCC1. The product is [Cl:8][C:6]1[CH:7]=[C:2]2[S:11][C:10]([NH:12][C:13](=[O:20])[C:14]3[CH:19]=[CH:18][CH:17]=[CH:16][CH:15]=3)=[N:9][C:3]2=[N:4][CH:5]=1. The yield is 0.0785. (2) The reactants are Cl[C:2]1[CH:7]=[C:6]([N:8]2[CH:12]=[C:11]([C:13]3[N:17]=[CH:16][N:15]([CH2:18][O:19][CH2:20][CH2:21][Si:22]([CH3:25])([CH3:24])[CH3:23])[N:14]=3)[C:10]([C:26]3[CH:31]=[CH:30][CH:29]=[CH:28][C:27]=3[Cl:32])=[N:9]2)[CH:5]=[CH:4][N:3]=1.[C:33]([NH2:36])(=[O:35])[CH3:34].CC1(C)C2C(=C(P(C3C=CC=CC=3)C3C=CC=CC=3)C=CC=2)OC2C(P(C3C=CC=CC=3)C3C=CC=CC=3)=CC=CC1=2.C(=O)([O-])[O-].[Cs+].[Cs+]. The catalyst is O1CCOCC1.C1C=CC(/C=C/C(/C=C/C2C=CC=CC=2)=O)=CC=1.C1C=CC(/C=C/C(/C=C/C2C=CC=CC=2)=O)=CC=1.C1C=CC(/C=C/C(/C=C/C2C=CC=CC=2)=O)=CC=1.[Pd].[Pd]. The product is [Cl:32][C:27]1[CH:28]=[CH:29][CH:30]=[CH:31][C:26]=1[C:10]1[C:11]([C:13]2[N:17]=[CH:16][N:15]([CH2:18][O:19][CH2:20][CH2:21][Si:22]([CH3:25])([CH3:24])[CH3:23])[N:14]=2)=[CH:12][N:8]([C:6]2[CH:5]=[CH:4][N:3]=[C:2]([NH:36][C:33](=[O:35])[CH3:34])[CH:7]=2)[N:9]=1. The yield is 0.700. (3) The reactants are [CH3:1][N:2]1[CH2:6][CH2:5][CH2:4][C@:3]1([C:8]1[N:12]2[CH:13]=[C:14](F)[CH:15]=[CH:16][C:11]2=[N:10][N:9]=1)[CH3:7].[NH2:18][C@@H:19]1[C:28]2[C:23](=[CH:24][CH:25]=[CH:26][CH:27]=2)[C@H:22]([OH:29])[CH2:21][CH2:20]1.[H-].[Na+].N. The catalyst is CN(C=O)C.CO.C(Cl)Cl. The product is [CH3:1][N:2]1[CH2:6][CH2:5][CH2:4][C@:3]1([C:8]1[N:12]2[CH:13]=[C:14]([O:29][C@H:22]3[C:23]4[C:28](=[CH:27][CH:26]=[CH:25][CH:24]=4)[C@@H:19]([NH2:18])[CH2:20][CH2:21]3)[CH:15]=[CH:16][C:11]2=[N:10][N:9]=1)[CH3:7]. The yield is 0.750. (4) The reactants are [NH2:1][C:2]1[C:11]2[C:6](=[C:7](Br)[CH:8]=[CH:9][CH:10]=2)[N:5]=[N:4][C:3]=1[C:13]([NH:15][CH2:16][CH2:17][CH3:18])=[O:14].[F:19][C:20]1[CH:21]=[C:22](B(O)O)[CH:23]=[N:24][C:25]=1[O:26][CH3:27]. No catalyst specified. The product is [NH2:1][C:2]1[C:11]2[C:6](=[C:7]([C:22]3[CH:23]=[N:24][C:25]([O:26][CH3:27])=[C:20]([F:19])[CH:21]=3)[CH:8]=[CH:9][CH:10]=2)[N:5]=[N:4][C:3]=1[C:13]([NH:15][CH2:16][CH2:17][CH3:18])=[O:14]. The yield is 0.480.